From a dataset of Kir2.1 potassium channel HTS with 301,493 compounds. Binary Classification. Given a drug SMILES string, predict its activity (active/inactive) in a high-throughput screening assay against a specified biological target. (1) The drug is O(c1c(Cn2nc(c([N+]([O-])=O)c2C)C)cc(cc1)/C=N\n1cnnc1)C. The result is 0 (inactive). (2) The drug is s1c(NC(=O)c2c(noc2C)c2ccccc2)nc(c2cc(F)c(F)cc2)c1. The result is 0 (inactive). (3) The compound is FC(F)(F)c1cc2nc3n(CCCC3)c2cc1. The result is 0 (inactive). (4) The drug is O=C(NCCCOC)CCc1c(c2c(n(nc2C)c2ccc(cc2)C)nc1C)C. The result is 0 (inactive). (5) The drug is o1c(c(c2c1ccc(OC)c2)C)C(=O)N(Cc1cc2OCCOc2cc1)C. The result is 0 (inactive). (6) The molecule is O(C(=O)N1Cc2c([nH]c3c2cc(cc3)C)CC1)CC. The result is 0 (inactive). (7) The drug is s1c(c2CC(CC(=O)c2c1SC)(C)C)C(O)=O. The result is 0 (inactive). (8) The drug is O(c1ccc(/C=C\C(=O)NCc2cccnc2)cc1)C. The result is 0 (inactive). (9) The drug is Clc1c(NC(=S)NC(=O)c2ccc(cc2)C)cc(cc1)C(F)(F)F. The result is 0 (inactive). (10) The molecule is S(C(=S)N1CCCC1)CC(=O)N(CC(=O)Nc1cc(OC)ccc1)C. The result is 0 (inactive).